From a dataset of Reaction yield outcomes from USPTO patents with 853,638 reactions. Predict the reaction yield, written as a fraction of the theoretical maximum amount of product (1.0 means a 100% yield; for example, 0.34 means a 34% yield). The reactants are [C:1]([C:4]1[C:8]([CH2:9][O:10]C)=[C:7]([C:12]2[CH:17]=[CH:16][N:15]=[CH:14][CH:13]=2)[NH:6][C:5]=1[C:18]1[CH:23]=[CH:22][N:21]=[CH:20][CH:19]=1)(=[O:3])[CH3:2].C(=O)(O)[O-].[Na+]. The catalyst is Cl. The product is [C:1]([C:4]1[C:8]([CH2:9][OH:10])=[C:7]([C:12]2[CH:13]=[CH:14][N:15]=[CH:16][CH:17]=2)[NH:6][C:5]=1[C:18]1[CH:23]=[CH:22][N:21]=[CH:20][CH:19]=1)(=[O:3])[CH3:2]. The yield is 0.440.